This data is from Retrosynthesis with 50K atom-mapped reactions and 10 reaction types from USPTO. The task is: Predict the reactants needed to synthesize the given product. The reactants are: CS(=O)(=O)Cl.OCc1cc(Cl)ncc1Br. Given the product CS(=O)(=O)OCc1cc(Cl)ncc1Br, predict the reactants needed to synthesize it.